From a dataset of HIV replication inhibition screening data with 41,000+ compounds from the AIDS Antiviral Screen. Binary Classification. Given a drug SMILES string, predict its activity (active/inactive) in a high-throughput screening assay against a specified biological target. (1) The compound is CN(C)C=Nc1ccc2c3c(cccc13)-c1ccccc1-2. The result is 0 (inactive). (2) The result is 0 (inactive). The compound is CCOC(=O)C(=Cn1ccc(=O)[nH]c1=S)C(=O)OCC. (3) The molecule is O=C(Cc1ccccc1)NN1C(=O)C(Cl)C1c1ccc(O)cc1. The result is 0 (inactive). (4) The molecule is Clc1nc(Cl)nc(Nc2ccccc2Cl)n1. The result is 0 (inactive). (5) The molecule is Cc1ccc(S(=O)(=O)NC(=O)NN2CCCCCC2)cc1. The result is 0 (inactive). (6) The compound is O=C1OCc2nc3c(c(-c4ccccc4C(F)(F)F)c21)C(=O)OC3. The result is 0 (inactive). (7) The drug is CCCCN(C(=O)c1ccccc1)C1CCC(=O)c2[nH]c3ccccc3c21. The result is 0 (inactive). (8) The drug is c1ccc(N=C2c3ccsc3C(=Nc3ccccc3)c3ccsc32)cc1. The result is 0 (inactive). (9) The molecule is O=C1Nc2nccnc2C(=O)N2CCCC12. The result is 0 (inactive).